This data is from Reaction yield outcomes from USPTO patents with 853,638 reactions. The task is: Predict the reaction yield, written as a fraction of the theoretical maximum amount of product (1.0 means a 100% yield; for example, 0.34 means a 34% yield). (1) The reactants are C1C=C(Cl)C=C(C(OO)=[O:9])C=1.[Cl:12][C:13]1[CH:18]=[CH:17][CH:16]=[C:15]([Cl:19])[C:14]=1[N:20]1[CH:28]=[C:23]2[CH:24]=[N:25][CH:26]=[CH:27][C:22]2=[N:21]1.S([O-])([O-])(=O)=S.[Na+].[Na+]. The catalyst is C(Cl)Cl. The product is [Cl:12][C:13]1[CH:18]=[CH:17][CH:16]=[C:15]([Cl:19])[C:14]=1[N:20]1[CH:28]=[C:23]2[CH:24]=[N+:25]([O-:9])[CH:26]=[CH:27][C:22]2=[N:21]1. The yield is 0.910. (2) The yield is 0.750. The reactants are N1C(N)=C2C(N=CN2)=NC=1.[CH3:11][C@@H:12]([O:24]CP(O)(O)=O)[CH2:13][N:14]1[C:18]2[N:19]=[CH:20][N:21]=[C:22]([NH2:23])[C:17]=2[N:16]=[CH:15]1.CC(C)([O-])C.[Mg+2].CC(C)([O-])C.C1(=O)O[C@H](C)CO1.CS(O)(=O)=O. The catalyst is CN(C=O)C.[OH-].[Na+].C1(C)C=CC=CC=1. The product is [OH:24][C@H:12]([CH3:11])[CH2:13][N:14]1[CH:15]=[N:16][C:17]2[C:18]1=[N:19][CH:20]=[N:21][C:22]=2[NH2:23].